Dataset: Drug-target binding data from BindingDB using Ki measurements. Task: Regression. Given a target protein amino acid sequence and a drug SMILES string, predict the binding affinity score between them. We predict pKi (pKi = -log10(Ki in M); higher means stronger inhibition). Dataset: bindingdb_ki. (1) The drug is COc1ccc(-c2nc3cc(F)ccc3s2)cc1OC. The target protein (P41738) has sequence MSSGANITYASRKRRKPVQKTVKPVPAEGIKSNPSKRHRDRLNTELDRLASLLPFPQDVINKLDKLSVLRLSVSYLRAKSFFDVALKSTPADRSRGQDQCRAQVRDWQDLQEGEFLLQALNGFVLVVTADALVFYASSTIQDYLGFQQSDVIHQSVYELIHTEDRAEFQRQLHWALNPSQCTDSAQGVDETHGLPQPAVYYTPDQLPPENTAFMERCFRCRLRCLLDNSSGFLAMNFQGRLKYLHGQNKKGKDGALLPPQLALFAIATPLQPPSILEIRTKNFIFRTKHKLDFTPIGCDAKGQLILGYTEVELCNKGSGYQFIHAADMLHCAESHIRMIKTGESGMTVFRLLAKHSRWRWVQSNARLIYRNGRPDYIIATQRPLTDEEGREHLQKRSMTLPFMFATGEAVLYEISSPFSPIMDPLPIRTKSNTSRKDWAPQSTPSKDSFHPNSLMSALIQQDESIYLCPPSSPAPLDSHFLMDSMSECGSWQGSFAVASN.... The pKi is 8.2. (2) The compound is CSc1ccc(C2CN3CCCC3c3ccccc32)cc1. The target is MLLARMKPQVQPELGGADQ. The pKi is 8.5.